From a dataset of Full USPTO retrosynthesis dataset with 1.9M reactions from patents (1976-2016). Predict the reactants needed to synthesize the given product. (1) Given the product [CH3:20][S:17]([N:14]1[CH2:15][CH:16]=[C:11]([C:9]2[NH:8][C:4]3=[N:5][CH:6]=[CH:7][C:2]([C:28]4[CH:29]=[CH:30][C:25]([C:23]([O:22][CH3:21])=[O:24])=[CH:26][CH:27]=4)=[C:3]3[CH:10]=2)[CH2:12][CH2:13]1)(=[O:19])=[O:18], predict the reactants needed to synthesize it. The reactants are: Br[C:2]1[CH:7]=[CH:6][N:5]=[C:4]2[NH:8][C:9]([C:11]3[CH2:12][CH2:13][N:14]([S:17]([CH3:20])(=[O:19])=[O:18])[CH2:15][CH:16]=3)=[CH:10][C:3]=12.[CH3:21][O:22][C:23]([C:25]1[CH:30]=[CH:29][C:28](B(O)O)=[CH:27][CH:26]=1)=[O:24].C(=O)(O)[O-].[Na+].O. (2) Given the product [Cl:1][C:2]1[CH:7]=[CH:6][C:5]([NH:8][C:9]2[S:10][CH:11]=[CH:12][N:13]=2)=[CH:4][C:3]=1[O:14][CH2:15][C:23]1[CH:24]=[CH:25][O:21][CH:22]=1, predict the reactants needed to synthesize it. The reactants are: [Cl:1][C:2]1[CH:7]=[CH:6][C:5]([NH:8][C:9]2[S:10][CH:11]=[CH:12][N:13]=2)=[CH:4][C:3]=1[OH:14].[C:15]([O-])([O-])=O.[Cs+].[Cs+].[O:21]1[CH:25]=[CH:24][CH:23]=[C:22]1CBr.CCOCC. (3) Given the product [C:21]([O:1][CH2:2][CH2:3][CH2:4][CH2:5][CH2:6][CH2:7][CH2:8][CH2:9][CH2:10][CH2:11][CH2:12][P:13]([O:14][CH2:15][CH3:16])([O:17][CH2:18][CH3:19])=[O:20])(=[O:30])[CH:22]=[CH:23][C:24]1[CH:29]=[CH:28][CH:27]=[CH:26][CH:25]=1, predict the reactants needed to synthesize it. The reactants are: [OH:1][CH2:2][CH2:3][CH2:4][CH2:5][CH2:6][CH2:7][CH2:8][CH2:9][CH2:10][CH2:11][CH2:12][P:13](=[O:20])([O:17][CH2:18][CH3:19])[O:14][CH2:15][CH3:16].[C:21](Cl)(=[O:30])[CH:22]=[CH:23][C:24]1[CH:29]=[CH:28][CH:27]=[CH:26][CH:25]=1.P(=O)([O-])[O-]. (4) Given the product [O:15]=[C:12]1[C:5]2[C:9](=[CH:10][C:2]([NH:1][S:26]([C:25]3[N:24]4[C:20]([S:21][CH:22]=[CH:23]4)=[N:19][C:18]=3[Cl:17])(=[O:27])=[O:28])=[CH:3][CH:4]=2)[CH2:8][CH2:7]1, predict the reactants needed to synthesize it. The reactants are: [NH2:1][C:2]1[CH:10]=[C:9]2[C:5](C[CH2:7][C:8]2=O)=[CH:4][CH:3]=1.[C:12](=[O:15])([O-])O.[Na+].[Cl:17][C:18]1[N:19]=[C:20]2[N:24]([C:25]=1[S:26](Cl)(=[O:28])=[O:27])[CH:23]=[CH:22][S:21]2.C(Cl)(Cl)Cl.CO.